Dataset: Reaction yield outcomes from USPTO patents with 853,638 reactions. Task: Predict the reaction yield, written as a fraction of the theoretical maximum amount of product (1.0 means a 100% yield; for example, 0.34 means a 34% yield). The reactants are [NH2:1][C:2]1[C:11]2[CH:10]=[CH:9][CH:8]=[C:7](Br)[C:6]=2[N:5]=[C:4]2[CH2:13][N:14]([CH:17]3[CH2:20][CH2:19][CH2:18]3)[C:15](=[O:16])[C:3]=12.[CH3:21][O:22][C:23]1[N:28]=[CH:27][C:26](B2OC(C)(C)C(C)(C)O2)=[C:25]([O:38][CH3:39])[N:24]=1. The yield is 0.550. No catalyst specified. The product is [NH2:1][C:2]1[C:11]2[CH:10]=[CH:9][CH:8]=[C:7]([C:26]3[C:25]([O:38][CH3:39])=[N:24][C:23]([O:22][CH3:21])=[N:28][CH:27]=3)[C:6]=2[N:5]=[C:4]2[CH2:13][N:14]([CH:17]3[CH2:20][CH2:19][CH2:18]3)[C:15](=[O:16])[C:3]=12.